Dataset: Catalyst prediction with 721,799 reactions and 888 catalyst types from USPTO. Task: Predict which catalyst facilitates the given reaction. (1) Reactant: C(OC([N:8]1[CH2:32][CH2:31][C:11]2[N:12]=[C:13]([CH2:24][C:25]3[CH:30]=[CH:29][CH:28]=[CH:27][CH:26]=3)[N:14]=[C:15](OS(C(F)(F)F)(=O)=O)[C:10]=2[CH2:9]1)=O)(C)(C)C.C(OC(N1CCC2N=C(C[C:50]3[CH:55]=[CH:54][CH:53]=[CH:52][CH:51]=3)N=C(O)C=2C1)=O)(C)(C)C.CC([O-])(C)C.[K+].C1C=CC(N(S(C(F)(F)F)(=O)=O)S(C(F)(F)[F:75])(=O)=O)=CC=1. Product: [CH2:24]([C:13]1[N:14]=[C:15]([C:53]2[CH:54]=[CH:55][C:50]([F:75])=[CH:51][CH:52]=2)[C:10]2[CH2:9][NH:8][CH2:32][CH2:31][C:11]=2[N:12]=1)[C:25]1[CH:26]=[CH:27][CH:28]=[CH:29][CH:30]=1. The catalyst class is: 20. (2) Reactant: Br[CH2:2][C:3]([C:5]1[CH:18]=[CH:17][C:16]2[S:15][C:14]3[C:9](=[CH:10][CH:11]=[CH:12][CH:13]=3)[N:8](C(=O)CCl)[C:7]=2[CH:6]=1)=[O:4].[ClH:23]. Product: [Cl:23][CH2:2][C:3]([C:5]1[CH:18]=[CH:17][C:16]2[S:15][C:14]3[C:9](=[CH:10][CH:11]=[CH:12][CH:13]=3)[NH:8][C:7]=2[CH:6]=1)=[O:4]. The catalyst class is: 15. (3) Reactant: [C:1]([C:3]1[CH:8]=[CH:7][C:6]([C:9]2[N:10]=[C:11]([NH:14][C:15]([CH3:23])([CH3:22])/[CH:16]=[CH:17]/[C:18]([O:20][CH3:21])=[O:19])[S:12][CH:13]=2)=[CH:5][CH:4]=1)#[N:2].[H][H]. Product: [C:1]([C:3]1[CH:4]=[CH:5][C:6]([C:9]2[N:10]=[C:11]([NH:14][C:15]([CH3:23])([CH3:22])[CH2:16][CH2:17][C:18]([O:20][CH3:21])=[O:19])[S:12][CH:13]=2)=[CH:7][CH:8]=1)#[N:2]. The catalyst class is: 78. (4) Reactant: C([N:8]1[C@H:13]([CH2:14][CH2:15][OH:16])[CH2:12][CH2:11][C@H:10]([NH:17][C:18]([C:20]2[C:28]3[C:23](=[CH:24][CH:25]=[CH:26][CH:27]=3)[N:22]([CH:29]([CH3:31])[CH3:30])[N:21]=2)=[O:19])[CH2:9]1)C1C=CC=CC=1. Product: [OH:16][CH2:15][CH2:14][C@H:13]1[NH:8][CH2:9][C@@H:10]([NH:17][C:18]([C:20]2[C:28]3[C:23](=[CH:24][CH:25]=[CH:26][CH:27]=3)[N:22]([CH:29]([CH3:31])[CH3:30])[N:21]=2)=[O:19])[CH2:11][CH2:12]1. The catalyst class is: 43. (5) Reactant: [CH3:1][O:2][C:3]([C:5]1[C:6]([OH:31])=[C:7]2[C:12](=[C:13](Br)[N:14]=1)[N:11]([C@H:16]([C:18]1[CH:23]=[CH:22][CH:21]=[CH:20][CH:19]=1)[CH3:17])[C:10](=[O:24])[C:9]([C:25]1[CH:30]=[CH:29][CH:28]=[CH:27][CH:26]=1)=[CH:8]2)=[O:4].C([Sn](CCCC)(CCCC)[C:37]1[CH:38]=[N:39][CH:40]=[CH:41][CH:42]=1)CCC.CCOC(C)=O.Cl. Product: [CH3:1][O:2][C:3]([C:5]1[C:6]([OH:31])=[C:7]2[C:12](=[C:13]([C:37]3[CH:38]=[N:39][CH:40]=[CH:41][CH:42]=3)[N:14]=1)[N:11]([C@H:16]([C:18]1[CH:23]=[CH:22][CH:21]=[CH:20][CH:19]=1)[CH3:17])[C:10](=[O:24])[C:9]([C:25]1[CH:30]=[CH:29][CH:28]=[CH:27][CH:26]=1)=[CH:8]2)=[O:4]. The catalyst class is: 510. (6) Reactant: [CH3:1][C:2]1[N:3]=[C:4]([O:9][C:10]2[CH:15]=[CH:14][CH:13]=[CH:12][CH:11]=2)[S:5][C:6]=1[CH2:7][OH:8]. Product: [CH3:1][C:2]1[N:3]=[C:4]([O:9][C:10]2[CH:15]=[CH:14][CH:13]=[CH:12][CH:11]=2)[S:5][C:6]=1[CH:7]=[O:8]. The catalyst class is: 703.